This data is from Forward reaction prediction with 1.9M reactions from USPTO patents (1976-2016). The task is: Predict the product of the given reaction. (1) Given the reactants [CH:1]1([CH2:10][CH2:11]O)[C:9]2[C:4](=[CH:5][CH:6]=[CH:7][CH:8]=2)[CH2:3][CH2:2]1.C([Br:16])C=C, predict the reaction product. The product is: [CH:1]1([CH2:10][CH2:11][Br:16])[C:9]2[C:4](=[CH:5][CH:6]=[CH:7][CH:8]=2)[CH2:3][CH2:2]1. (2) Given the reactants [CH:1]1([NH:7][C:8]2[N:28]=[C:27](F)[CH:26]=[CH:25][C:9]=2[C:10]([NH:12][C:13]2[CH:22]=[C:21]3[C:16]([CH2:17][CH2:18][C:19](=[O:24])[N:20]3[CH3:23])=[CH:15][CH:14]=2)=[O:11])[CH2:6][CH2:5][CH2:4][CH2:3][CH2:2]1.[NH:30]1[CH2:35][CH2:34][CH2:33][CH2:32][CH2:31]1.C(=O)([O-])[O-].[K+].[K+].CN(C=O)C, predict the reaction product. The product is: [CH:1]1([NH:7][C:8]2[N:28]=[C:27]([N:30]3[CH2:35][CH2:34][CH2:33][CH2:32][CH2:31]3)[CH:26]=[CH:25][C:9]=2[C:10]([NH:12][C:13]2[CH:22]=[C:21]3[C:16]([CH2:17][CH2:18][C:19](=[O:24])[N:20]3[CH3:23])=[CH:15][CH:14]=2)=[O:11])[CH2:6][CH2:5][CH2:4][CH2:3][CH2:2]1. (3) Given the reactants [CH:1]([C:4]1[CH:5]=[C:6]([NH2:9])[NH:7][N:8]=1)([CH3:3])[CH3:2].[CH2:10]([O:12][C:13](=[O:24])[C:14](=[CH:20]OCC)[C:15](OCC)=[O:16])[CH3:11], predict the reaction product. The product is: [CH2:10]([O:12][C:13]([C:14]1[C:15](=[O:16])[N:7]2[N:8]=[C:4]([CH:1]([CH3:3])[CH3:2])[CH:5]=[C:6]2[NH:9][CH:20]=1)=[O:24])[CH3:11]. (4) Given the reactants C[O:2][C:3]1[CH:8]=[CH:7][C:6]([C:9]2[O:13][C:12]([C:14]3[CH:19]=[CH:18][N:17]=[CH:16][CH:15]=3)=[C:11]([C:20]3[CH:21]=[C:22]4[C:26](=[CH:27][CH:28]=3)[C:25](=[O:29])[CH2:24][CH2:23]4)[CH:10]=2)=[CH:5][CH:4]=1.B(Br)(Br)Br.C(=O)(O)[O-].[Na+], predict the reaction product. The product is: [OH:2][C:3]1[CH:4]=[CH:5][C:6]([C:9]2[O:13][C:12]([C:14]3[CH:15]=[CH:16][N:17]=[CH:18][CH:19]=3)=[C:11]([C:20]3[CH:21]=[C:22]4[C:26](=[CH:27][CH:28]=3)[C:25](=[O:29])[CH2:24][CH2:23]4)[CH:10]=2)=[CH:7][CH:8]=1. (5) Given the reactants [CH3:1][O:2][C:3]1[CH:12]=[C:11]2[C:6]([C:7](=O)[CH2:8][CH:9]([CH:13]3[CH2:16][N:15]([C:17]([O:19][C:20]([CH3:23])([CH3:22])[CH3:21])=[O:18])[CH2:14]3)[O:10]2)=[CH:5][CH:4]=1.Cl.[CH3:26][O:27][NH2:28], predict the reaction product. The product is: [CH3:1][O:2][C:3]1[CH:12]=[C:11]2[C:6]([C:7](=[N:28][O:27][CH3:26])[CH2:8][CH:9]([CH:13]3[CH2:14][N:15]([C:17]([O:19][C:20]([CH3:23])([CH3:22])[CH3:21])=[O:18])[CH2:16]3)[O:10]2)=[CH:5][CH:4]=1.